Dataset: Reaction yield outcomes from USPTO patents with 853,638 reactions. Task: Predict the reaction yield, written as a fraction of the theoretical maximum amount of product (1.0 means a 100% yield; for example, 0.34 means a 34% yield). (1) The reactants are [NH2:1][C:2]1[C:11](Br)=[CH:10][C:5](C(OC)=O)=[CH:4][N:3]=1.CO[C:15]([C:17]1[CH:22]=[CH:21][CH:20]=[CH:19][C:18]=1B(O)O)=[O:16].C1(P(C2CCCCC2)C2C=CC=CC=2[C:39]2[C:44]([O:45][CH3:46])=[CH:43][CH:42]=[CH:41][C:40]=2OC)CCCCC1.C(=O)([O-])[O-].[K+].[K+]. The catalyst is O1CCOCC1.O.CO.C([O-])(=O)C.[Pd+2].C([O-])(=O)C. The product is [CH3:46][O:45][C:44]1[CH:43]=[C:42]([C:21]2[CH:20]=[CH:19][C:18]3[C:11]4[C:2](=[N:3][CH:4]=[CH:5][CH:10]=4)[NH:1][C:15](=[O:16])[C:17]=3[CH:22]=2)[CH:41]=[CH:40][CH:39]=1. The yield is 0.110. (2) The reactants are [CH2:1]([O:8][C:9]1[CH:10]=[C:11]([CH:15]([C:17]2[CH:22]=[C:21]([O:23][CH3:24])[CH:20]=[C:19]([O:25][CH3:26])[CH:18]=2)[OH:16])[CH:12]=[CH:13][CH:14]=1)[C:2]1[CH:7]=[CH:6][CH:5]=[CH:4][CH:3]=1. The catalyst is C(Cl)Cl.O=[Mn]=O. The product is [CH2:1]([O:8][C:9]1[CH:10]=[C:11]([C:15]([C:17]2[CH:18]=[C:19]([O:25][CH3:26])[CH:20]=[C:21]([O:23][CH3:24])[CH:22]=2)=[O:16])[CH:12]=[CH:13][CH:14]=1)[C:2]1[CH:3]=[CH:4][CH:5]=[CH:6][CH:7]=1. The yield is 0.930.